From a dataset of Reaction yield outcomes from USPTO patents with 853,638 reactions. Predict the reaction yield, written as a fraction of the theoretical maximum amount of product (1.0 means a 100% yield; for example, 0.34 means a 34% yield). The reactants are [Br:1][C:2]1[CH:3]=[C:4]([CH:7]=[C:8]([Br:11])[C:9]=1[OH:10])[CH:5]=[O:6].C(=O)([O-])[O-].[K+].[K+].[CH3:18][O:19][C:20]1[CH:27]=[CH:26][C:23]([CH2:24]Cl)=[CH:22][CH:21]=1. The catalyst is CN(C=O)C. The product is [Br:1][C:2]1[CH:3]=[C:4]([CH:7]=[C:8]([Br:11])[C:9]=1[O:10][CH2:24][C:23]1[CH:26]=[CH:27][C:20]([O:19][CH3:18])=[CH:21][CH:22]=1)[CH:5]=[O:6]. The yield is 0.880.